Dataset: HIV replication inhibition screening data with 41,000+ compounds from the AIDS Antiviral Screen. Task: Binary Classification. Given a drug SMILES string, predict its activity (active/inactive) in a high-throughput screening assay against a specified biological target. (1) The molecule is Cc1cccc(NC2=NC(=O)C(CC(=O)Nc3ccccc3Cl)S2)c1. The result is 0 (inactive). (2) The molecule is Cc1ccc(NC(=O)c2cc(S(=O)(=O)N3CCNNC3=O)c(S)cc2Cl)cc1. The result is 1 (active). (3) The drug is Nc1cc2c3c(cccc3c1)C(=O)N(CCN1CCCC1)C2=O. The result is 0 (inactive). (4) The drug is OC(CC(O)(C(F)(F)F)C(F)(F)F)c1cccs1. The result is 0 (inactive). (5) The drug is Cc1ccc2nc3cc(C)c(=O)cc-3sc2c1. The result is 0 (inactive).